From a dataset of Peptide-MHC class II binding affinity with 134,281 pairs from IEDB. Regression. Given a peptide amino acid sequence and an MHC pseudo amino acid sequence, predict their binding affinity value. This is MHC class II binding data. (1) The peptide sequence is GNQNFLTVFDSTSCN. The MHC is HLA-DQA10102-DQB10602 with pseudo-sequence HLA-DQA10102-DQB10602. The binding affinity (normalized) is 0.552. (2) The peptide sequence is FRELVRNCDLPVWLS. The MHC is DRB3_0202 with pseudo-sequence DRB3_0202. The binding affinity (normalized) is 0.797.